This data is from Catalyst prediction with 721,799 reactions and 888 catalyst types from USPTO. The task is: Predict which catalyst facilitates the given reaction. (1) Reactant: C([O:8][C:9]1[CH:10]=[CH:11][C:12]2[O:16][C:15]([C:17]([C:22]3[CH:35]=[CH:34][C:25]([O:26][CH2:27][C:28](=[O:33])[C:29]([CH3:32])([CH3:31])[CH3:30])=[C:24]([CH3:36])[CH:23]=3)([CH2:20][CH3:21])[CH2:18][CH3:19])=[CH:14][C:13]=2[CH:37]=1)C1C=CC=CC=1. Product: [CH2:18]([C:17]([C:22]1[CH:35]=[CH:34][C:25]([O:26][CH2:27][C:28](=[O:33])[C:29]([CH3:30])([CH3:32])[CH3:31])=[C:24]([CH3:36])[CH:23]=1)([C:15]1[O:16][C:12]2[CH:11]=[CH:10][C:9]([OH:8])=[CH:37][C:13]=2[CH:14]=1)[CH2:20][CH3:21])[CH3:19]. The catalyst class is: 45. (2) Reactant: [CH2:1]1[C:4]2([CH2:7][N:6]([C:8]3[CH:9]=[C:10]([NH:14][C:15]4[C:16]5[N:33]=[CH:32][S:31][C:17]=5[N:18]=[C:19]([C:21]5[CH:22]=[C:23]([CH:28]=[CH:29][CH:30]=5)[C:24]([O:26]C)=[O:25])[N:20]=4)[CH:11]=[CH:12][CH:13]=3)[CH2:5]2)[CH2:3][O:2]1.[OH-].[Na+]. Product: [CH2:3]1[C:4]2([CH2:7][N:6]([C:8]3[CH:9]=[C:10]([NH:14][C:15]4[C:16]5[N:33]=[CH:32][S:31][C:17]=5[N:18]=[C:19]([C:21]5[CH:22]=[C:23]([CH:28]=[CH:29][CH:30]=5)[C:24]([OH:26])=[O:25])[N:20]=4)[CH:11]=[CH:12][CH:13]=3)[CH2:5]2)[CH2:1][O:2]1. The catalyst class is: 36.